This data is from Full USPTO retrosynthesis dataset with 1.9M reactions from patents (1976-2016). The task is: Predict the reactants needed to synthesize the given product. (1) The reactants are: [NH2:1][C:2]1[C:7]([CH3:8])=[CH:6][C:5]([OH:9])=[CH:4][C:3]=1[CH3:10].[H-].[Na+].Cl[C:14]1[CH:19]=[CH:18][C:17]([N+:20]([O-:22])=[O:21])=[C:16]([N:23]([C:25]([O:27][C:28]([CH3:31])([CH3:30])[CH3:29])=[O:26])[CH3:24])[CH:15]=1. Given the product [C:28]([O:27][C:25]([N:23]([C:16]1[CH:15]=[C:14]([O:9][C:5]2[CH:6]=[C:7]([CH3:8])[C:2]([NH2:1])=[C:3]([CH3:10])[CH:4]=2)[CH:19]=[CH:18][C:17]=1[N+:20]([O-:22])=[O:21])[CH3:24])=[O:26])([CH3:31])([CH3:29])[CH3:30], predict the reactants needed to synthesize it. (2) The reactants are: [N:1]([CH:4]([C:6]1[CH:7]=[C:8]([C:22]2[N:27]=[C:26]([CH3:28])[N:25]=[C:24]([N:29]([CH2:39][C:40]3[CH:45]=[CH:44][C:43]([O:46][CH3:47])=[CH:42][CH:41]=3)[CH2:30][C:31]3[CH:36]=[CH:35][C:34]([O:37][CH3:38])=[CH:33][CH:32]=3)[N:23]=2)[C:9]([NH:12][C:13]2[CH:14]=[N:15][C:16]([O:20][CH3:21])=[C:17]([F:19])[CH:18]=2)=[N:10][CH:11]=1)[CH3:5])=[N+]=[N-]. Given the product [NH2:1][CH:4]([C:6]1[CH:7]=[C:8]([C:22]2[N:27]=[C:26]([CH3:28])[N:25]=[C:24]([N:29]([CH2:30][C:31]3[CH:36]=[CH:35][C:34]([O:37][CH3:38])=[CH:33][CH:32]=3)[CH2:39][C:40]3[CH:45]=[CH:44][C:43]([O:46][CH3:47])=[CH:42][CH:41]=3)[N:23]=2)[C:9]([NH:12][C:13]2[CH:14]=[N:15][C:16]([O:20][CH3:21])=[C:17]([F:19])[CH:18]=2)=[N:10][CH:11]=1)[CH3:5], predict the reactants needed to synthesize it. (3) The reactants are: [Br:1][C:2]1[CH:9]=[CH:8][C:5]([CH:6]=O)=[CH:4][CH:3]=1.[CH3:10][C@@H:11]1[CH2:16][NH:15][CH2:14][C@H:13]([CH3:17])[N:12]1[C:18]([O:20][C:21]([CH3:24])([CH3:23])[CH3:22])=[O:19].C(O[BH-](OC(=O)C)OC(=O)C)(=O)C.[Na+].C([O-])(O)=O.[Na+]. Given the product [Br:1][C:2]1[CH:9]=[CH:8][C:5]([CH2:6][N:15]2[CH2:16][C@H:11]([CH3:10])[N:12]([C:18]([O:20][C:21]([CH3:22])([CH3:24])[CH3:23])=[O:19])[C@H:13]([CH3:17])[CH2:14]2)=[CH:4][CH:3]=1, predict the reactants needed to synthesize it. (4) Given the product [Cl:1][C:2]1[C:10]2[N:9](/[CH:33]=[C:34](/[C:36]3[CH:41]=[N:40][C:39]([CH3:42])=[CH:38][CH:37]=3)\[CH3:35])[C:8]3[CH2:11][CH2:12][N:13]([CH3:15])[CH2:14][C:7]=3[C:6]=2[CH:5]=[CH:4][CH:3]=1, predict the reactants needed to synthesize it. The reactants are: [Cl:1][C:2]1[C:10]2[NH:9][C:8]3[CH2:11][CH2:12][N:13]([CH3:15])[CH2:14][C:7]=3[C:6]=2[CH:5]=[CH:4][CH:3]=1.N1CCC[C@H]1C(O)=O.P([O-])([O-])([O-])=O.[K+].[K+].[K+].Br[CH:33]=[C:34]([C:36]1[CH:37]=[CH:38][C:39]([CH3:42])=[N:40][CH:41]=1)[CH3:35]. (5) Given the product [ClH:1].[CH:8]1([O:12][C:13]2[CH:18]=[CH:17][N:16]=[C:15]([CH2:19][C:20]([OH:22])=[O:21])[CH:14]=2)[CH2:9][CH2:10][CH2:11]1, predict the reactants needed to synthesize it. The reactants are: [ClH:1].O1CCOCC1.[CH:8]1([O:12][C:13]2[CH:18]=[CH:17][N:16]=[C:15]([CH2:19][C:20]([O:22]C(C)(C)C)=[O:21])[CH:14]=2)[CH2:11][CH2:10][CH2:9]1.